From a dataset of Forward reaction prediction with 1.9M reactions from USPTO patents (1976-2016). Predict the product of the given reaction. The product is: [Cl:8][C:9]1[CH:14]=[CH:13][CH:12]=[CH:11][C:10]=1[C:15]1[C:19]([C:20]([O:40]/[N:41]=[C:42](/[C:44]2[CH:52]=[CH:51][C:47]3[O:48][CH2:49][O:50][C:46]=3[CH:45]=2)\[NH2:43])=[O:21])=[C:18]([C:23]2[CH:28]=[CH:27][CH:26]=[CH:25][CH:24]=2)[O:17][N:16]=1. Given the reactants C(N(CC)CC)C.[Cl:8][C:9]1[CH:14]=[CH:13][CH:12]=[CH:11][C:10]=1[C:15]1[C:19]([C:20](Cl)=[O:21])=[C:18]([C:23]2[CH:28]=[CH:27][CH:26]=[CH:25][CH:24]=2)[O:17][N:16]=1.CC1C=CC=C(C)C=1C(Cl)=O.[OH:40][N:41]=[C:42]([C:44]1[CH:52]=[CH:51][C:47]2[O:48][CH2:49][O:50][C:46]=2[CH:45]=1)[NH2:43], predict the reaction product.